The task is: Regression. Given a peptide amino acid sequence and an MHC pseudo amino acid sequence, predict their binding affinity value. This is MHC class II binding data.. This data is from Peptide-MHC class II binding affinity with 134,281 pairs from IEDB. (1) The peptide sequence is AASLRKAGKSVVVLNK. The MHC is DRB3_0101 with pseudo-sequence DRB3_0101. The binding affinity (normalized) is 0.362. (2) The peptide sequence is NMNIKLKMPLYVAGH. The MHC is HLA-DPA10103-DPB10301 with pseudo-sequence HLA-DPA10103-DPB10301. The binding affinity (normalized) is 0.181. (3) The MHC is DRB1_0701 with pseudo-sequence DRB1_0701. The peptide sequence is NIRYLVMAIVSDFSS. The binding affinity (normalized) is 0.694. (4) The peptide sequence is AAAVAGTTVYGAFAA. The MHC is HLA-DPA10103-DPB10601 with pseudo-sequence HLA-DPA10103-DPB10601. The binding affinity (normalized) is 0.101. (5) The peptide sequence is KQENWNTDIKTLKFD. The MHC is DRB3_0101 with pseudo-sequence DRB3_0101. The binding affinity (normalized) is 0.536. (6) The peptide sequence is IRALVGDEVELPCRI. The MHC is DRB1_1101 with pseudo-sequence DRB1_1101. The binding affinity (normalized) is 0.366. (7) The binding affinity (normalized) is 0.309. The peptide sequence is PEFYEAMYTPHTVLQ. The MHC is DRB1_0701 with pseudo-sequence DRB1_0701.